The task is: Predict the reactants needed to synthesize the given product.. This data is from Full USPTO retrosynthesis dataset with 1.9M reactions from patents (1976-2016). (1) Given the product [CH:1]1([CH2:7][NH:8][C:9]2[S:10][C:11]3[CH:17]=[C:16]([OH:18])[CH:15]=[CH:14][C:12]=3[N:13]=2)[CH2:2][CH2:3][CH2:4][CH2:5][CH2:6]1, predict the reactants needed to synthesize it. The reactants are: [CH:1]1([CH2:7][NH:8][C:9]2[S:10][C:11]3[CH:17]=[C:16]([O:18]C)[CH:15]=[CH:14][C:12]=3[N:13]=2)[CH2:6][CH2:5][CH2:4][CH2:3][CH2:2]1.B(Br)(Br)Br. (2) Given the product [S:13]1[CH2:14][CH2:15][N:10]([C:2]2[CH:9]=[CH:8][C:5]([C:6]#[N:7])=[CH:4][CH:3]=2)[CH2:11][CH2:12]1, predict the reactants needed to synthesize it. The reactants are: F[C:2]1[CH:9]=[CH:8][C:5]([C:6]#[N:7])=[CH:4][CH:3]=1.[NH:10]1[CH2:15][CH2:14][S:13][CH2:12][CH2:11]1. (3) Given the product [O:1]1[CH:5]=[CH:4][N:3]=[C:2]1[NH:6][C:8]1[CH:9]=[C:10]([C:14]2[CH:19]=[CH:18][N:17]=[C:16]([NH:20][C:21](=[O:23])[CH3:22])[CH:15]=2)[CH:11]=[N:12][CH:13]=1, predict the reactants needed to synthesize it. The reactants are: [O:1]1[CH:5]=[CH:4][N:3]=[C:2]1[NH2:6].Br[C:8]1[CH:9]=[C:10]([C:14]2[CH:19]=[CH:18][N:17]=[C:16]([NH:20][C:21](=[O:23])[CH3:22])[CH:15]=2)[CH:11]=[N:12][CH:13]=1.C([O-])([O-])=O.[Cs+].[Cs+].CC1(C)C2C(=C(P(C3C=CC=CC=3)C3C=CC=CC=3)C=CC=2)OC2C(P(C3C=CC=CC=3)C3C=CC=CC=3)=CC=CC1=2. (4) Given the product [C:39]1([CH2:38][CH:37]([O:33][C:28]2[CH:27]=[CH:26][C:25]3[C:30](=[CH:31][CH:32]=[C:23]([C:10]4[N:11]([CH2:12][C:13]5[CH:14]=[CH:15][C:16]([C:19]([F:22])([F:21])[F:20])=[CH:17][CH:18]=5)[C:7]([C:1]5[CH:2]=[CH:3][CH:4]=[CH:5][CH:6]=5)=[CH:8][CH:9]=4)[CH:24]=3)[CH:29]=2)[C:36]([O:35][CH3:34])=[O:53])[CH:44]=[CH:43][CH:42]=[CH:41][CH:40]=1, predict the reactants needed to synthesize it. The reactants are: [C:1]1([C:7]2[N:11]([CH2:12][C:13]3[CH:18]=[CH:17][C:16]([C:19]([F:22])([F:21])[F:20])=[CH:15][CH:14]=3)[C:10]([C:23]3[CH:24]=[C:25]4[C:30](=[CH:31][CH:32]=3)[CH:29]=[C:28]([OH:33])[CH:27]=[CH:26]4)=[CH:9][CH:8]=2)[CH:6]=[CH:5][CH:4]=[CH:3][CH:2]=1.[CH3:34][O:35][C:36](=[O:53])[CH:37](OS(C(F)(F)F)(=O)=O)[CH2:38][C:39]1[CH:44]=[CH:43][CH:42]=[CH:41][CH:40]=1.C(=O)([O-])[O-].[Cs+].[Cs+]. (5) Given the product [CH2:18]([O:17][C:14]1[CH:15]=[CH:16][C:11]([CH2:10][C@H:6]([OH:25])[C:7]([OH:9])=[O:8])=[CH:12][CH:13]=1)[C:19]1[CH:24]=[CH:23][CH:22]=[CH:21][CH:20]=1, predict the reactants needed to synthesize it. The reactants are: CS(C)=O.N[C@@H:6]([CH2:10][C:11]1[CH:16]=[CH:15][C:14]([O:17][CH2:18][C:19]2[CH:24]=[CH:23][CH:22]=[CH:21][CH:20]=2)=[CH:13][CH:12]=1)[C:7]([OH:9])=[O:8].[OH:25]S(O)(=O)=O.N([O-])=O.[Na+]. (6) Given the product [C:48]([C:7]1[C:16]2[C:11](=[CH:12][C:13]([F:17])=[CH:14][CH:15]=2)[N:10]([CH2:18][CH2:19][N:20]2[CH2:21][CH2:22][CH:23]([N:26]([CH2:34][C:35]3[N:40]=[CH:39][C:38]4[O:41][CH2:42][CH2:43][O:44][C:37]=4[CH:36]=3)[C:27](=[O:28])[O:29][C:30]([CH3:33])([CH3:32])[CH3:31])[CH2:24][CH2:25]2)[C:9](=[O:45])[CH:8]=1)#[N:49], predict the reactants needed to synthesize it. The reactants are: FC(F)(F)S(O[C:7]1[C:16]2[C:11](=[CH:12][C:13]([F:17])=[CH:14][CH:15]=2)[N:10]([CH2:18][CH2:19][N:20]2[CH2:25][CH2:24][CH:23]([N:26]([CH2:34][C:35]3[N:40]=[CH:39][C:38]4[O:41][CH2:42][CH2:43][O:44][C:37]=4[CH:36]=3)[C:27]([O:29][C:30]([CH3:33])([CH3:32])[CH3:31])=[O:28])[CH2:22][CH2:21]2)[C:9](=[O:45])[CH:8]=1)(=O)=O.[CH3:48][N:49](C=O)C. (7) Given the product [OH:7][CH2:6][CH2:5][O:4][CH2:3][CH2:2][O:8][C:9]1[CH:10]=[CH:11][C:12]([C:13]([O:15][CH2:16][CH3:17])=[O:14])=[CH:18][CH:19]=1, predict the reactants needed to synthesize it. The reactants are: Cl[CH2:2][CH2:3][O:4][CH2:5][CH2:6][OH:7].[OH:8][C:9]1[CH:19]=[CH:18][C:12]([C:13]([O:15][CH2:16][CH3:17])=[O:14])=[CH:11][CH:10]=1.C(=O)([O-])[O-].[K+].[K+].